This data is from Full USPTO retrosynthesis dataset with 1.9M reactions from patents (1976-2016). The task is: Predict the reactants needed to synthesize the given product. (1) Given the product [CH:19]1([C:16]2[CH:15]=[C:14]([CH:9]3[CH2:11][CH2:12][CH2:13][N:8]3[C:5](=[NH:4])[NH2:6])[O:18][N:17]=2)[CH2:24][CH2:23]1, predict the reactants needed to synthesize it. The reactants are: ClC1C(NC2C=C(C)NN=2)=[N:4][C:5]([N:8]2[CH2:13][CH2:12][CH2:11]C[CH:9]2[C:14]2[O:18][N:17]=[C:16]([C:19]3[CH:24]=[CH:23]C=CN=3)[CH:15]=2)=[N:6]C=1. (2) Given the product [Si:6]([CH2:16][CH2:17][CH2:18][NH:19][C:20]([NH:22][CH2:23][CH2:24][SH:1])=[O:21])([O:13][CH2:14][CH3:15])([O:10][CH2:11][CH3:12])[O:7][CH2:8][CH3:9], predict the reactants needed to synthesize it. The reactants are: [SH2:1].[O-]CC.[Na+].[Si:6]([CH2:16][CH2:17][CH2:18][NH:19][C:20]([NH:22][CH2:23][CH2:24]Cl)=[O:21])([O:13][CH2:14][CH3:15])([O:10][CH2:11][CH3:12])[O:7][CH2:8][CH3:9]. (3) The reactants are: [F:1][C:2]([F:14])([F:13])[C@@H:3]1[CH2:8][CH2:7][CH2:6][CH2:5][C@H:4]1[C:9](OC)=[O:10].[H-].[Al+3].[Li+].[H-].[H-].[H-].Cl. Given the product [F:1][C:2]([F:13])([F:14])[C@@H:3]1[CH2:8][CH2:7][CH2:6][CH2:5][C@H:4]1[CH2:9][OH:10], predict the reactants needed to synthesize it. (4) Given the product [O:14]1[CH2:19][CH2:18][CH:17]([NH:1][C@H:2]2[CH2:6][CH2:5][N:4]([C:7]([O:9][C:10]([CH3:13])([CH3:12])[CH3:11])=[O:8])[CH2:3]2)[CH2:16][CH2:15]1, predict the reactants needed to synthesize it. The reactants are: [NH2:1][C@H:2]1[CH2:6][CH2:5][N:4]([C:7]([O:9][C:10]([CH3:13])([CH3:12])[CH3:11])=[O:8])[CH2:3]1.[O:14]1[CH2:19][CH2:18][C:17](=O)[CH2:16][CH2:15]1.[H][H]. (5) Given the product [Br:1][C:2]1[C:3]([CH3:13])=[CH:4][C:5]([O:11][CH3:12])=[C:6]([CH:10]=1)[NH2:22], predict the reactants needed to synthesize it. The reactants are: [Br:1][C:2]1[C:3]([CH3:13])=[CH:4][C:5]([O:11][CH3:12])=[C:6]([CH:10]=1)C(N)=O.C[O-].[Na+].BrBr.[OH-].[K+].C[NH:22]C(=O)[O-]. (6) Given the product [C:8]1([CH3:21])[CH:9]=[CH:10][C:11]([NH:14][CH:15]2[CH2:20][CH2:19][N:18]([CH2:25][CH2:26][C:27]3([CH2:22][CH2:23][OH:24])[CH2:30][CH2:29][CH2:28]3)[CH2:17][CH2:16]2)=[CH:12][CH:13]=1, predict the reactants needed to synthesize it. The reactants are: FC(F)(F)C(O)=O.[C:8]1([CH3:21])[CH:13]=[CH:12][C:11]([NH:14][CH:15]2[CH2:20][CH2:19][NH:18][CH2:17][CH2:16]2)=[CH:10][CH:9]=1.[CH2:22]1[C:27]2([CH2:30][CH2:29][CH2:28]2)[CH2:26][CH2:25][O:24][CH:23]1O.C(O[BH-](OC(=O)C)OC(=O)C)(=O)C.[Na+].[OH-].[Na+].